From a dataset of Forward reaction prediction with 1.9M reactions from USPTO patents (1976-2016). Predict the product of the given reaction. (1) Given the reactants [Li].[CH3:2][Si:3]([CH3:6])([CH3:5])Cl.[N:7]1[CH:12]=[C:11]([C@@H:13]2[CH2:18][CH2:17][CH2:16][N:14]2[CH3:15])[CH:10]=[CH:9][CH:8]=1, predict the reaction product. The product is: [CH3:15][N:14]1[CH2:16][CH2:17][CH2:18][CH:13]1[C:11]1[CH:10]([Si:3]([CH3:6])([CH3:5])[CH3:2])[CH:9]=[CH:8][N:7]([Si:3]([CH3:6])([CH3:5])[CH3:2])[CH:12]=1. (2) Given the reactants Br[C:2]1[CH:3]=[C:4]([S:8]([NH:11][C:12]2[CH:21]=[CH:20][C:15]([C:16]([O:18][CH3:19])=[O:17])=[C:14]([OH:22])[CH:13]=2)(=[O:10])=[O:9])[CH:5]=[CH:6][CH:7]=1.[F:23][C:24]([F:36])([F:35])[O:25][C:26]1[CH:31]=[CH:30][C:29](B(O)O)=[CH:28][CH:27]=1, predict the reaction product. The product is: [OH:22][C:14]1[CH:13]=[C:12]([NH:11][S:8]([C:4]2[CH:3]=[C:2]([C:29]3[CH:28]=[CH:27][C:26]([O:25][C:24]([F:23])([F:35])[F:36])=[CH:31][CH:30]=3)[CH:7]=[CH:6][CH:5]=2)(=[O:10])=[O:9])[CH:21]=[CH:20][C:15]=1[C:16]([O:18][CH3:19])=[O:17]. (3) Given the reactants [N+:1]([C:4]1[CH:5]=[C:6]2[C:10](=[CH:11][CH:12]=1)[CH2:9][NH:8][CH2:7]2)([O-:3])=[O:2].CC(O)=O.[C:17]([Si:21]([CH3:27])([CH3:26])[O:22][CH2:23][CH:24]=O)([CH3:20])([CH3:19])[CH3:18].[BH3-]C#N.[Na+], predict the reaction product. The product is: [Si:21]([O:22][CH2:23][CH2:24][N:8]1[CH2:7][C:6]2[C:10](=[CH:11][CH:12]=[C:4]([N+:1]([O-:3])=[O:2])[CH:5]=2)[CH2:9]1)([C:17]([CH3:20])([CH3:19])[CH3:18])([CH3:27])[CH3:26]. (4) Given the reactants [CH2:1]([O:8][P:9]([O:19][C:20]1[CH:28]=[CH:27][C:23]([C:24]([OH:26])=[O:25])=[CH:22][CH:21]=1)([O:11][CH2:12][C:13]1[CH:18]=[CH:17][CH:16]=[CH:15][CH:14]=1)=[O:10])[C:2]1[CH:7]=[CH:6][CH:5]=[CH:4][CH:3]=1.[OH-].[Na+].[N+]([O-])([O-])=O.[Ag+:35].CCOC(C)=O, predict the reaction product. The product is: [Ag+:35].[CH2:12]([O:11][P:9]([O:19][C:20]1[CH:21]=[CH:22][C:23]([C:24]([O-:26])=[O:25])=[CH:27][CH:28]=1)([O:8][CH2:1][C:2]1[CH:7]=[CH:6][CH:5]=[CH:4][CH:3]=1)=[O:10])[C:13]1[CH:14]=[CH:15][CH:16]=[CH:17][CH:18]=1. (5) Given the reactants [Cl:1][C:2]1[CH:3]=[C:4]([NH:9][C:10]2[C:11]3[CH2:18][C:17](=[O:19])[NH:16][C:12]=3[N:13]=[CH:14][N:15]=2)[CH:5]=[CH:6][C:7]=1[F:8].[CH3:20][C:21]1[CH:25]=[C:24]([CH2:26][CH2:27][C:28]([N:30]2[CH2:35][CH2:34][N:33]([CH3:36])[CH2:32][CH2:31]2)=[O:29])[NH:23][C:22]=1[CH:37]=O, predict the reaction product. The product is: [Cl:1][C:2]1[CH:3]=[C:4]([NH:9][C:10]2[C:11]3[C:18](=[CH:37][C:22]4[NH:23][C:24]([CH2:26][CH2:27][C:28]([N:30]5[CH2:31][CH2:32][N:33]([CH3:36])[CH2:34][CH2:35]5)=[O:29])=[CH:25][C:21]=4[CH3:20])[C:17](=[O:19])[NH:16][C:12]=3[N:13]=[CH:14][N:15]=2)[CH:5]=[CH:6][C:7]=1[F:8].